This data is from Acute oral toxicity (LD50) regression data from Zhu et al.. The task is: Regression/Classification. Given a drug SMILES string, predict its toxicity properties. Task type varies by dataset: regression for continuous values (e.g., LD50, hERG inhibition percentage) or binary classification for toxic/non-toxic outcomes (e.g., AMES mutagenicity, cardiotoxicity, hepatotoxicity). Dataset: ld50_zhu. The compound is C=COC(=O)CCC. The rat oral LD50 is 1.13, given as -log10 of the dose in mol/kg body weight (higher means more acutely toxic).